Dataset: Forward reaction prediction with 1.9M reactions from USPTO patents (1976-2016). Task: Predict the product of the given reaction. (1) Given the reactants [CH3:1][C:2]1[O:6][C:5]([C:7]2[CH:12]=[CH:11][CH:10]=[CH:9][CH:8]=2)=[N:4][C:3]=1[CH2:13][O:14][C:15]1[CH:31]=[CH:30][C:18]([CH2:19][O:20][C:21]2[C:26]([CH2:27][CH2:28][OH:29])=[CH:25][CH:24]=[CH:23][N:22]=2)=[CH:17][CH:16]=1.P([O-])([O-])([O-])=[O:33].Cl[O-].[Na+].Cl([O-])=O.[Na+].[OH-].[Na+].S([O-])([O-])=O.[Na+].[Na+], predict the reaction product. The product is: [CH3:1][C:2]1[O:6][C:5]([C:7]2[CH:8]=[CH:9][CH:10]=[CH:11][CH:12]=2)=[N:4][C:3]=1[CH2:13][O:14][C:15]1[CH:31]=[CH:30][C:18]([CH2:19][O:20][C:21]2[C:26]([CH2:27][C:28]([OH:33])=[O:29])=[CH:25][CH:24]=[CH:23][N:22]=2)=[CH:17][CH:16]=1. (2) Given the reactants Br[C:2]1[CH:7]=[CH:6][C:5]([NH:8][C:9]([C:11]2[N:12]([CH2:18][O:19][CH2:20][CH2:21][Si:22]([CH3:25])([CH3:24])[CH3:23])[CH:13]=[C:14]([C:16]#[N:17])[N:15]=2)=[O:10])=[C:4]([C:26]2[CH2:31][CH2:30][CH2:29][CH2:28][CH:27]=2)[CH:3]=1.[C:32]([O:36][C:37]([CH3:40])([CH3:39])[CH3:38])(=[O:35])[CH:33]=[CH2:34].C(=O)([O-])[O-].[Cs+].[Cs+], predict the reaction product. The product is: [C:37]([O:36][C:32](=[O:35])[CH:33]=[CH:34][C:2]1[CH:7]=[CH:6][C:5]([NH:8][C:9]([C:11]2[N:12]([CH2:18][O:19][CH2:20][CH2:21][Si:22]([CH3:23])([CH3:25])[CH3:24])[CH:13]=[C:14]([C:16]#[N:17])[N:15]=2)=[O:10])=[C:4]([C:26]2[CH2:31][CH2:30][CH2:29][CH2:28][CH:27]=2)[CH:3]=1)([CH3:40])([CH3:39])[CH3:38]. (3) Given the reactants [CH2:1]([N:8]1[CH2:13][CH2:12][C:11]([CH2:34][CH2:35][N:36]2[CH2:41][CH2:40][CH:39]([N:42]([C:50]3[CH:55]=[CH:54][C:53]([CH3:56])=[CH:52][CH:51]=3)[C:43]([C:45]3[O:46][CH:47]=[CH:48][CH:49]=3)=[O:44])[CH2:38][CH2:37]2)([CH2:14][CH2:15][O:16][Si](C(C)(C)C)(C2C=CC=CC=2)C2C=CC=CC=2)[CH2:10][CH2:9]1)[C:2]1[CH:7]=[CH:6][CH:5]=[CH:4][CH:3]=1.[F-].C([N+](CCCC)(CCCC)CCCC)CCC.O1CCCC1.C(=O)(O)[O-].[Na+], predict the reaction product. The product is: [CH2:1]([N:8]1[CH2:9][CH2:10][C:11]([CH2:34][CH2:35][N:36]2[CH2:37][CH2:38][CH:39]([N:42]([C:50]3[CH:55]=[CH:54][C:53]([CH3:56])=[CH:52][CH:51]=3)[C:43]([C:45]3[O:46][CH:47]=[CH:48][CH:49]=3)=[O:44])[CH2:40][CH2:41]2)([CH2:14][CH2:15][OH:16])[CH2:12][CH2:13]1)[C:2]1[CH:3]=[CH:4][CH:5]=[CH:6][CH:7]=1.